This data is from Forward reaction prediction with 1.9M reactions from USPTO patents (1976-2016). The task is: Predict the product of the given reaction. (1) Given the reactants COC1C=CC(N2CCN(CCC3C=CC=CC=3)CC2)=CC=1.[C:23]([C:27]1[CH:50]=[CH:49][C:30]([C:31]([N:33]2[CH2:38][CH2:37][N:36]([C:39]3[CH:44]=[C:43]([F:45])[C:42]([O:46]C)=[CH:41][C:40]=3[F:48])[CH2:35][CH2:34]2)=[O:32])=[CH:29][CH:28]=1)([CH3:26])([CH3:25])[CH3:24], predict the reaction product. The product is: [C:23]([C:27]1[CH:50]=[CH:49][C:30]([C:31]([N:33]2[CH2:34][CH2:35][N:36]([C:39]3[CH:44]=[C:43]([F:45])[C:42]([OH:46])=[CH:41][C:40]=3[F:48])[CH2:37][CH2:38]2)=[O:32])=[CH:29][CH:28]=1)([CH3:26])([CH3:24])[CH3:25]. (2) Given the reactants [C:1]([C@:8]1(C(O)=O)[CH2:12][C@H:11]([NH2:13])[CH2:10][N:9]1C(OCC1C2C(=CC=CC=2)C2C1=CC=CC=2)=O)([O:3]C(C)(C)C)=[O:2].C(NCC)C, predict the reaction product. The product is: [NH2:13][C@@H:11]1[CH2:10][NH:9][C@@H:8]([C:1]([OH:3])=[O:2])[CH2:12]1. (3) Given the reactants [C:1]([C:3]1[C:8]([O:9][C:10]2[C:24]([O:25][C:26]3[CH:27]=[N:28][C:29]([S:32]([CH2:35][CH3:36])(=[O:34])=[O:33])=[CH:30][CH:31]=3)=[CH:23][C:13]3[NH:14][C:15]([C:17]4[CH:22]=C[CH:20]=[CH:19][N:18]=4)=[N:16][C:12]=3[CH:11]=2)=[CH:7][CH:6]=[CH:5][N:4]=1)#[N:2].[N:37]1C=CN=CC=1C(O)=O, predict the reaction product. The product is: [C:1]([C:3]1[C:8]([O:9][C:10]2[C:24]([O:25][C:26]3[CH:27]=[N:28][C:29]([S:32]([CH2:35][CH3:36])(=[O:34])=[O:33])=[CH:30][CH:31]=3)=[CH:23][C:13]3[NH:14][C:15]([C:17]4[CH:22]=[N:37][CH:20]=[CH:19][N:18]=4)=[N:16][C:12]=3[CH:11]=2)=[CH:7][CH:6]=[CH:5][N:4]=1)#[N:2].